Dataset: Peptide-MHC class II binding affinity with 134,281 pairs from IEDB. Task: Regression. Given a peptide amino acid sequence and an MHC pseudo amino acid sequence, predict their binding affinity value. This is MHC class II binding data. (1) The peptide sequence is MVSRLLLNRFTMTHRR. The MHC is DRB1_0405 with pseudo-sequence DRB1_0405. The binding affinity (normalized) is 0.395. (2) The peptide sequence is AEAPAAAAAPEEQVQ. The MHC is DRB1_0901 with pseudo-sequence DRB1_0901. The binding affinity (normalized) is 0.325. (3) The peptide sequence is ILSEGNSFTAPNESY. The MHC is HLA-DPA10201-DPB10101 with pseudo-sequence HLA-DPA10201-DPB10101. The binding affinity (normalized) is 0.193. (4) The peptide sequence is VDLAKSLRIAAKIYS. The MHC is DRB1_0802 with pseudo-sequence DRB1_0802. The binding affinity (normalized) is 0.318. (5) The peptide sequence is NSLLTSPLSINTRMT. The MHC is DRB1_1302 with pseudo-sequence DRB1_1302. The binding affinity (normalized) is 0.566.